From a dataset of Forward reaction prediction with 1.9M reactions from USPTO patents (1976-2016). Predict the product of the given reaction. Given the reactants Br[C:2]1[CH:3]=[N:4][C:5]([C:8]([OH:11])([CH3:10])[CH3:9])=[N:6][CH:7]=1.[OH:12][C:13]([CH3:46])([CH3:45])[CH2:14][C@@:15]1([C:39]2[CH:44]=[CH:43][CH:42]=[CH:41][CH:40]=2)[O:20][C:19](=[O:21])[N:18]([C@H:22]([C:24]2[CH:29]=[CH:28][C:27](B3OC(C)(C)C(C)(C)O3)=[CH:26][CH:25]=2)[CH3:23])[CH2:17][CH2:16]1.C([O-])(O)=O.[Na+], predict the reaction product. The product is: [OH:12][C:13]([CH3:45])([CH3:46])[CH2:14][C@@:15]1([C:39]2[CH:44]=[CH:43][CH:42]=[CH:41][CH:40]=2)[O:20][C:19](=[O:21])[N:18]([C@H:22]([C:24]2[CH:25]=[CH:26][C:27]([C:2]3[CH:3]=[N:4][C:5]([C:8]([OH:11])([CH3:10])[CH3:9])=[N:6][CH:7]=3)=[CH:28][CH:29]=2)[CH3:23])[CH2:17][CH2:16]1.